Task: Predict which catalyst facilitates the given reaction.. Dataset: Catalyst prediction with 721,799 reactions and 888 catalyst types from USPTO (1) The catalyst class is: 11. Product: [O:22]=[C:10]1[N:9]([C:7]2[CH:6]=[CH:5][N:4]=[C:3]([C:1]3[S:26][C:25]4[CH:27]=[CH:28][CH:29]=[CH:30][C:24]=4[C:23](=[O:31])[N:2]=3)[CH:8]=2)[CH2:13][CH2:12][N:11]1[CH2:14][C:15]([O:17][C:18]([CH3:19])([CH3:21])[CH3:20])=[O:16]. Reactant: [C:1]([C:3]1[CH:8]=[C:7]([N:9]2[CH2:13][CH2:12][N:11]([CH2:14][C:15]([O:17][C:18]([CH3:21])([CH3:20])[CH3:19])=[O:16])[C:10]2=[O:22])[CH:6]=[CH:5][N:4]=1)#[N:2].[C:23](OC)(=[O:31])[C:24]1[C:25](=[CH:27][CH:28]=[CH:29][CH:30]=1)[SH:26].C(N(CC)CC)C. (2) Reactant: Br[C:2]1[CH:3]=[C:4]2[C:9]([NH:10][CH:11]3[CH2:15][N:14](C(OCC4C=CC=CC=4)=O)[CH2:13][C:12]3([CH3:27])[CH3:26])=[C:8]([C:28](=[O:30])[NH2:29])[CH:7]=[N:6][N:5]2[CH:31]=1.[CH3:32][O:33][C:34]1[CH:39]=[C:38](B(O)O)[CH:37]=[CH:36][N:35]=1.CC(C1C=C(C(C)C)C(C2C=CC=CC=2P(C2CCCCC2)C2CCCCC2)=C(C(C)C)C=1)C.P([O-])([O-])([O-])=O.[K+].[K+].[K+].I[Si](C)(C)C. Product: [CH3:27][C:12]1([CH3:26])[CH2:13][NH:14][CH2:15][C@H:11]1[NH:10][C:9]1[C:4]2[N:5]([CH:31]=[C:2]([C:38]3[CH:37]=[CH:36][N:35]=[C:34]([O:33][CH3:32])[CH:39]=3)[CH:3]=2)[N:6]=[CH:7][C:8]=1[C:28]([NH2:29])=[O:30]. The catalyst class is: 440.